Dataset: Catalyst prediction with 721,799 reactions and 888 catalyst types from USPTO. Task: Predict which catalyst facilitates the given reaction. (1) Reactant: [F:1][C:2]([F:27])([F:26])[CH:3]([C:17]1[CH:22]=[C:21]([Cl:23])[C:20]([Cl:24])=[C:19]([Cl:25])[CH:18]=1)/[CH:4]=[CH:5]/[C:6]1[CH:7]=[C:8]2[C:13](=[CH:14][CH:15]=1)[C:12](=O)[CH2:11][CH2:10][CH2:9]2.Cl.[NH2:29][OH:30].C([O-])(=O)C.[Na+]. Product: [F:1][C:2]([F:27])([F:26])[CH:3]([C:17]1[CH:22]=[C:21]([Cl:23])[C:20]([Cl:24])=[C:19]([Cl:25])[CH:18]=1)/[CH:4]=[CH:5]/[C:6]1[CH:7]=[C:8]2[C:13](=[CH:14][CH:15]=1)[C:12](=[N:29][OH:30])[CH2:11][CH2:10][CH2:9]2. The catalyst class is: 14. (2) Reactant: Cl.[CH2:2]1[C:6]2([CH2:10][CH2:9][NH:8][CH2:7]2)[CH2:5][CH2:4][O:3]1.C(N(CC)CC)C.[CH3:18][C:19]1[CH:26]=[C:25]([O:27][CH:28]2[CH2:31][N:30]([C:32]([C:34]3[O:35][C:36]([C:39]4[CH:44]=[CH:43][CH:42]=[CH:41][CH:40]=4)=[N:37][N:38]=3)=[O:33])[CH2:29]2)[CH:24]=[CH:23][C:20]=1[CH:21]=O.[Na].C([O-])(O)=O.[Na+]. The catalyst class is: 4. Product: [CH2:2]1[C:6]2([CH2:10][CH2:9][N:8]([CH2:21][C:20]3[CH:23]=[CH:24][C:25]([O:27][CH:28]4[CH2:31][N:30]([C:32]([C:34]5[O:35][C:36]([C:39]6[CH:44]=[CH:43][CH:42]=[CH:41][CH:40]=6)=[N:37][N:38]=5)=[O:33])[CH2:29]4)=[CH:26][C:19]=3[CH3:18])[CH2:7]2)[CH2:5][CH2:4][O:3]1. (3) Reactant: [C:1]1([C:31]2[CH:36]=[CH:35][CH:34]=[CH:33][CH:32]=2)[CH:6]=[CH:5][C:4]([C:7]2[CH:11]=[CH:10][N:9]([C@@H:12]([C:17]([NH:19][C@H:20]([C:25](=[O:30])N(OC)C)[CH2:21][CH:22]([CH3:24])[CH3:23])=[O:18])[CH2:13][C:14]([OH:16])=[O:15])[CH:8]=2)=[CH:3][CH:2]=1.[CH3:37][Mg]Br. Product: [C:25]([C@@H:20]([NH:19][C:17](=[O:18])[C@H:12]([N:9]1[CH:10]=[CH:11][C:7]([C:4]2[CH:5]=[CH:6][C:1]([C:31]3[CH:32]=[CH:33][CH:34]=[CH:35][CH:36]=3)=[CH:2][CH:3]=2)=[CH:8]1)[CH2:13][C:14]([OH:16])=[O:15])[CH2:21][CH:22]([CH3:24])[CH3:23])(=[O:30])[CH3:37]. The catalyst class is: 1. (4) Reactant: [NH:1]1[CH2:6][CH2:5][CH2:4][CH2:3][CH2:2]1.C(N(C(C)C)CC)(C)C.[ClH:16].[N:17]1(C(=N)N)[CH:21]=[N:20]C=N1.CCOCC. Product: [ClH:16].[N:1]1([C:21](=[NH:17])[NH2:20])[CH2:6][CH2:5][CH2:4][CH2:3][CH2:2]1. The catalyst class is: 9. (5) Reactant: [C:1]([C:9]1[N:10]=[CH:11][C:12]2[C:17]([CH:18]=1)=[CH:16][CH:15]=[CH:14][CH:13]=2)(=O)[C:2]1[CH:7]=[CH:6][CH:5]=[CH:4][CH:3]=1.O.NN.[OH-].[K+].O. Product: [CH2:1]([C:9]1[N:10]=[CH:11][C:12]2[C:17]([CH:18]=1)=[CH:16][CH:15]=[CH:14][CH:13]=2)[C:2]1[CH:7]=[CH:6][CH:5]=[CH:4][CH:3]=1. The catalyst class is: 196. (6) Reactant: Br[C:2]1[N:6]2[N:7]=[C:8]([O:11][CH:12]3[CH2:17][CH2:16][O:15][CH2:14][CH2:13]3)[CH:9]=[CH:10][C:5]2=[N:4][CH:3]=1.[F:18][C:19]1[CH:24]=[CH:23][C:22](B(O)O)=[CH:21][CH:20]=1.ClCCl.C([O-])([O-])=O.[Na+].[Na+].Cl. Product: [F:18][C:19]1[CH:24]=[CH:23][C:22]([C:2]2[N:6]3[N:7]=[C:8]([O:11][CH:12]4[CH2:17][CH2:16][O:15][CH2:14][CH2:13]4)[CH:9]=[CH:10][C:5]3=[N:4][CH:3]=2)=[CH:21][CH:20]=1. The catalyst class is: 117. (7) Reactant: [CH2:1]([OH:4])[CH2:2][OH:3].C1(C)C=CC(S(O)(=O)=O)=CC=1.[CH2:16]([O:23][C:24]([N:26]1[CH2:31][CH2:30][CH:29]([CH:32]=O)[CH2:28][CH2:27]1)=[O:25])[C:17]1[CH:22]=[CH:21][CH:20]=[CH:19][CH:18]=1. Product: [CH2:16]([O:23][C:24]([N:26]1[CH2:31][CH2:30][CH:29]([CH:32]2[O:4][CH2:1][CH2:2][O:3]2)[CH2:28][CH2:27]1)=[O:25])[C:17]1[CH:18]=[CH:19][CH:20]=[CH:21][CH:22]=1. The catalyst class is: 11. (8) Reactant: C([O:3][C:4](=[O:29])[CH2:5][C:6]1[CH:11]=[CH:10][CH:9]=[C:8]([CH2:12][N:13]([CH2:18][C:19]2[C:28]3[O:27][CH2:26][CH2:25][O:24][C:23]=3[CH:22]=[CH:21][CH:20]=2)[S:14]([CH3:17])(=[O:16])=[O:15])[CH:7]=1)C.[OH-].[Na+]. Product: [O:24]1[C:23]2[CH:22]=[CH:21][CH:20]=[C:19]([CH2:18][N:13]([CH2:12][C:8]3[CH:7]=[C:6]([CH2:5][C:4]([OH:29])=[O:3])[CH:11]=[CH:10][CH:9]=3)[S:14]([CH3:17])(=[O:15])=[O:16])[C:28]=2[O:27][CH2:26][CH2:25]1. The catalyst class is: 240.